The task is: Predict the reaction yield, written as a fraction of the theoretical maximum amount of product (1.0 means a 100% yield; for example, 0.34 means a 34% yield).. This data is from Reaction yield outcomes from USPTO patents with 853,638 reactions. (1) The reactants are [CH:1]([N:4]1[C:8]([C:9]2[N:10]=[C:11]3[C:17]4[CH:18]=[CH:19][C:20]([S:22]([CH:24]5[CH2:29][CH2:28][N:27]([CH:30]([CH3:32])[CH3:31])[CH2:26][CH2:25]5)=[O:23])=[CH:21][C:16]=4[O:15][CH2:14][CH2:13][N:12]3[CH:33]=2)=[N:7][C:6]([CH3:34])=[N:5]1)([CH3:3])[CH3:2].C(O)(C(F)(F)F)=[O:36].C1C=C(Cl)C=C(C(OO)=O)C=1. The catalyst is C(Cl)Cl. The product is [CH:1]([N:4]1[C:8]([C:9]2[N:10]=[C:11]3[C:17]4[CH:18]=[CH:19][C:20]([S:22]([CH:24]5[CH2:29][CH2:28][N:27]([CH:30]([CH3:32])[CH3:31])[CH2:26][CH2:25]5)(=[O:36])=[O:23])=[CH:21][C:16]=4[O:15][CH2:14][CH2:13][N:12]3[CH:33]=2)=[N:7][C:6]([CH3:34])=[N:5]1)([CH3:3])[CH3:2]. The yield is 0.810. (2) The reactants are C([O-])=O.[NH4+].C([N:12]1[CH2:16][CH:15]2[C:17](=[CH2:26])[C:18]3[CH:19]=[CH:20][C:21]([O:24][CH3:25])=[CH:22][C:23]=3[CH:14]2[CH2:13]1)C1C=CC=CC=1. The catalyst is CO.[Pd]. The product is [CH3:25][O:24][C:21]1[CH:20]=[CH:19][C:18]2[CH:17]([CH3:26])[CH:15]3[CH2:16][NH:12][CH2:13][CH:14]3[C:23]=2[CH:22]=1. The yield is 1.00. (3) The reactants are [C:1]([S:5][C:6]1[CH:11]=[CH:10][C:9](B2OC(C)(C)C(C)(C)O2)=[CH:8][CH:7]=1)([CH3:4])([CH3:3])[CH3:2].[Br:21][C:22]1[CH:27]=[C:26]([O:28][CH3:29])[C:25](Br)=[CH:24][C:23]=1[O:31][CH3:32].C(=O)([O-])[O-].[Na+].[Na+]. The catalyst is C1C=CC([P]([Pd]([P](C2C=CC=CC=2)(C2C=CC=CC=2)C2C=CC=CC=2)([P](C2C=CC=CC=2)(C2C=CC=CC=2)C2C=CC=CC=2)[P](C2C=CC=CC=2)(C2C=CC=CC=2)C2C=CC=CC=2)(C2C=CC=CC=2)C2C=CC=CC=2)=CC=1.C1(C)C=CC=CC=1. The product is [C:1]([S:5][C:6]1[CH:7]=[CH:8][C:9]([C:25]2[CH:24]=[C:23]([O:31][CH3:32])[C:22]([Br:21])=[CH:27][C:26]=2[O:28][CH3:29])=[CH:10][CH:11]=1)([CH3:2])([CH3:3])[CH3:4]. The yield is 0.550. (4) The yield is 0.801. The reactants are [CH3:1][CH:2]([CH3:17])[CH2:3][CH2:4][C:5]1[C:6](=O)[CH2:7][CH2:8][CH2:9][C:10]=1[O:11]CC(C)C.[CH2:18]([Li])[CH3:19]. The product is [CH2:18]([C:6]1[CH2:7][CH2:8][CH2:9][C:10](=[O:11])[C:5]=1[CH2:4][CH2:3][CH:2]([CH3:1])[CH3:17])[CH3:19]. The catalyst is CCOCC. (5) The reactants are [OH:1][C:2]12[CH2:11][CH:6]3[CH2:7][CH:8]([CH2:10][CH:4]([C:5]3=O)[CH2:3]1)[CH2:9]2.Cl.[NH2:14][OH:15]. The catalyst is CCO.[OH-].[Na+]. The product is [OH:1][C:2]12[CH2:11][CH:6]3[CH2:7][CH:8]([CH2:10][CH:4]([C:5]3=[N:14][OH:15])[CH2:3]1)[CH2:9]2. The yield is 0.730. (6) The reactants are [OH:1][N:2]1[CH2:7][CH2:6][CH2:5][CH2:4][CH2:3]1.[CH:8]1([Mg]Cl)[CH2:13][CH2:12][CH2:11][CH2:10][CH2:9]1.[Cl-].[NH4+]. The catalyst is ClCCl.O=[Mn]=O. The product is [CH:8]1([CH:3]2[CH2:4][CH2:5][CH2:6][CH2:7][N:2]2[OH:1])[CH2:13][CH2:12][CH2:11][CH2:10][CH2:9]1. The yield is 0.270. (7) The reactants are [F:1][CH:2]([CH3:11])[C:3](=O)[CH2:4][C:5]([O:7]CC)=O.Cl.[C:13](=[NH:18])([NH2:17])[CH2:14][CH2:15][CH3:16].C[O-].[Na+]. The catalyst is CO.C(OCC)(=O)C. The product is [F:1][CH:2]([C:3]1[N:17]=[C:13]([CH2:14][CH2:15][CH3:16])[NH:18][C:5](=[O:7])[CH:4]=1)[CH3:11]. The yield is 1.00. (8) The product is [Cl:25][Si:24]([CH:3]1[C:4]2[C:9](=[C:8]([CH3:11])[CH:7]=[CH:6][C:5]=2[CH3:12])[CH:10]=[C:2]1[CH3:1])([CH3:28])[CH3:27]. The yield is 0.980. The reactants are [CH3:1][C:2]1[CH2:3][C:4]2[C:9]([CH:10]=1)=[C:8]([CH3:11])[CH:7]=[CH:6][C:5]=2[CH3:12].[Li]CCCC.CCCCCC.[Si:24]([CH3:28])([CH3:27])(Cl)[Cl:25]. The catalyst is CCOCC.C1COCC1. (9) The reactants are CC1(C)[C@@H]2CC[C@@]1(CS(O)(=O)=O)C(=O)C2.[Br:16][C:17]1[CH:18]=[C:19]2[C:23](=[CH:24][CH:25]=1)[CH2:22][C@@H:21]([NH2:26])[CH2:20]2.C1CCN2C(=NCCC2)CC1.[CH3:38][CH:39]([S:41](Cl)(=[O:43])=[O:42])[CH3:40]. The catalyst is C(Cl)Cl.Cl. The product is [Br:16][C:17]1[CH:18]=[C:19]2[C:23](=[CH:24][CH:25]=1)[CH2:22][C@@H:21]([NH:26][S:41]([CH:39]([CH3:40])[CH3:38])(=[O:43])=[O:42])[CH2:20]2. The yield is 0.870.